From a dataset of Forward reaction prediction with 1.9M reactions from USPTO patents (1976-2016). Predict the product of the given reaction. (1) Given the reactants Br[CH2:2][CH2:3][OH:4].[CH3:5][N:6]1[CH2:11][CH2:10][NH:9][CH2:8][C:7]1=[O:12].C(=O)([O-])[O-].[K+].[K+], predict the reaction product. The product is: [OH:4][CH2:3][CH2:2][N:9]1[CH2:10][CH2:11][N:6]([CH3:5])[C:7](=[O:12])[CH2:8]1. (2) Given the reactants [NH2:1][CH2:2][C@@H:3]1[O:7][C:6](=[O:8])[N:5]([C:9]2[CH:14]=[CH:13][C:12]([CH:15]3[CH2:20][CH2:19][N:18]([C:21](=[O:31])[CH2:22][O:23][CH2:24][C:25]4[CH:30]=[CH:29][CH:28]=[CH:27][CH:26]=4)[CH2:17][CH2:16]3)=[C:11]([F:32])[CH:10]=2)[CH2:4]1.[C:33](O[C:33]([O:35][C:36]([CH3:39])([CH3:38])[CH3:37])=[O:34])([O:35][C:36]([CH3:39])([CH3:38])[CH3:37])=[O:34], predict the reaction product. The product is: [CH2:24]([O:23][CH2:22][C:21]([N:18]1[CH2:19][CH2:20][CH:15]([C:12]2[CH:13]=[CH:14][C:9]([N:5]3[CH2:4][C@H:3]([CH2:2][NH:1][C:33](=[O:34])[O:35][C:36]([CH3:39])([CH3:38])[CH3:37])[O:7][C:6]3=[O:8])=[CH:10][C:11]=2[F:32])[CH2:16][CH2:17]1)=[O:31])[C:25]1[CH:30]=[CH:29][CH:28]=[CH:27][CH:26]=1. (3) Given the reactants F[C:2]1[CH:7]=[CH:6][C:5]([NH:8][C:9](=[O:11])[CH3:10])=[CH:4][C:3]=1[N+:12]([O-:14])=[O:13].[CH:15]1([CH2:18][NH2:19])[CH2:17][CH2:16]1.O, predict the reaction product. The product is: [CH:15]1([CH2:18][NH:19][C:2]2[CH:7]=[CH:6][C:5]([NH:8][C:9](=[O:11])[CH3:10])=[CH:4][C:3]=2[N+:12]([O-:14])=[O:13])[CH2:17][CH2:16]1. (4) The product is: [C:46]([C:50]1[CH:70]=[CH:69][C:53]([CH2:54][N:55]([CH2:56][CH2:57][C:58]2[CH:63]=[CH:62][C:61]([Cl:64])=[C:60]([C:65]([F:67])([F:68])[F:66])[CH:59]=2)[C:12]([C:9]2[C:10]([F:11])=[C:2]([Cl:1])[CH:3]=[C:4]3[C:8]=2[NH:7][CH:6]=[CH:5]3)=[O:14])=[CH:52][CH:51]=1)([CH3:49])([CH3:47])[CH3:48]. Given the reactants [Cl:1][C:2]1[CH:3]=[C:4]2[C:8](=[C:9]([C:12]([OH:14])=O)[C:10]=1[F:11])[NH:7][CH:6]=[CH:5]2.CN(C(ON1N=NC2C=CC=CC1=2)=[N+](C)C)C.[B-](F)(F)(F)F.C(N(CC)C(C)C)(C)C.[C:46]([C:50]1[CH:70]=[CH:69][C:53]([CH2:54][NH:55][CH2:56][CH2:57][C:58]2[CH:63]=[CH:62][C:61]([Cl:64])=[C:60]([C:65]([F:68])([F:67])[F:66])[CH:59]=2)=[CH:52][CH:51]=1)([CH3:49])([CH3:48])[CH3:47], predict the reaction product. (5) Given the reactants C(OC([N:8]1[CH2:12][CH2:11][CH:10]([N:13]([CH2:20][C:21]2[CH:26]=[CH:25][C:24]([Cl:27])=[CH:23][CH:22]=2)[CH2:14][CH2:15][C:16]([O:18][CH3:19])=[O:17])[CH2:9]1)=O)(C)(C)C.FC(F)(F)C(O)=O, predict the reaction product. The product is: [CH3:19][O:18][C:16](=[O:17])[CH2:15][CH2:14][N:13]([CH2:20][C:21]1[CH:22]=[CH:23][C:24]([Cl:27])=[CH:25][CH:26]=1)[CH:10]1[CH2:11][CH2:12][NH:8][CH2:9]1. (6) The product is: [Br:1][C:2]1[C:3]([O:9][CH3:10])=[C:4]([NH:5][NH2:11])[CH:6]=[CH:7][CH:8]=1. Given the reactants [Br:1][C:2]1[C:3]([O:9][CH3:10])=[C:4]([CH:6]=[CH:7][CH:8]=1)[NH2:5].[N:11]([O-])=O.[Na+].[Sn](Cl)Cl, predict the reaction product. (7) Given the reactants [OH:1][C:2]1[C:7]([CH:8]([CH3:10])[CH3:9])=[N:6][N:5]([CH2:11][C:12]2[CH:17]=[CH:16][CH:15]=[CH:14][C:13]=2[N+:18]([O-:20])=[O:19])[C:4](=[O:21])[C:3]=1[C:22](OCC)=[O:23].[H-].[Na+].[N+:29](C1C=CC=CC=1CBr)([O-])=O.Cl.CC[O:43][C:44]([CH3:46])=[O:45], predict the reaction product. The product is: [OH:1][C:2]1[C:7]([CH:8]([CH3:9])[CH3:10])=[N:6][N:5]([CH2:11][C:12]2[CH:17]=[CH:16][CH:15]=[CH:14][C:13]=2[N+:18]([O-:20])=[O:19])[C:4](=[O:21])[C:3]=1[C:22]([NH:29][CH2:46][C:44]([OH:43])=[O:45])=[O:23].